Dataset: Catalyst prediction with 721,799 reactions and 888 catalyst types from USPTO. Task: Predict which catalyst facilitates the given reaction. (1) Reactant: [CH3:1][N:2]([CH3:21])[CH2:3][CH2:4][C:5]1[S:9][C:8]2[CH:10]=[CH:11][CH:12]=[CH:13][C:7]=2[C:6]=1[CH:14]([C:16]1[N:17]=[CH:18][S:19][CH:20]=1)[OH:15]. Product: [CH3:21][N:2]([CH3:1])[CH2:3][CH2:4][C:5]1[S:9][C:8]2[CH:10]=[CH:11][CH:12]=[CH:13][C:7]=2[C:6]=1[C:14]([C:16]1[N:17]=[CH:18][S:19][CH:20]=1)=[O:15]. The catalyst class is: 703. (2) Reactant: [CH3:1][O:2][CH2:3][CH2:4][O:5][CH2:6][CH2:7][O:8][CH2:9][CH2:10][OH:11].[CH2:12]([O:14][C:15](=[O:19])[CH2:16][CH:17]=[CH2:18])[CH3:13]. Product: [CH2:12]([O:14][C:15](=[O:19])[CH2:16][CH2:17][CH2:18][O:11][CH2:10][CH2:9][O:8][CH2:7][CH2:6][O:5][CH2:4][CH2:3][O:2][CH3:1])[CH3:13]. The catalyst class is: 7. (3) Reactant: CC(OC([NH:8][C:9]1[C:10]([C:16]([O:18][CH3:19])=[O:17])=[N:11][C:12]([CH3:15])=[CH:13][CH:14]=1)=O)(C)C.C(O)(C(F)(F)F)=O. The catalyst class is: 2. Product: [NH2:8][C:9]1[C:10]([C:16]([O:18][CH3:19])=[O:17])=[N:11][C:12]([CH3:15])=[CH:13][CH:14]=1. (4) Reactant: [C:1]([C:4]1[C:17]2[C:8](=[C:9]3[CH2:20][CH2:19][CH2:18][N:11]4[CH2:12][CH2:13][CH2:14][C:15]([CH:16]=2)=[C:10]34)[O:7][C:6](=[O:21])[C:5]=1Br)(=[O:3])[CH3:2].[C:23]1(B(O)O)[CH:28]=[CH:27][CH:26]=[CH:25][CH:24]=1.C([O-])([O-])=O.[Na+].[Na+].CN(C=O)C. Product: [C:1]([C:4]1[C:17]2[C:8](=[C:9]3[CH2:20][CH2:19][CH2:18][N:11]4[CH2:12][CH2:13][CH2:14][C:15]([CH:16]=2)=[C:10]34)[O:7][C:6](=[O:21])[C:5]=1[C:23]1[CH:28]=[CH:27][CH:26]=[CH:25][CH:24]=1)(=[O:3])[CH3:2]. The catalyst class is: 6. (5) Reactant: [C:1]([O:5][C:6]([N:8]1[CH2:13][CH2:12][C@H:11]([NH:14][C:15](=[O:35])[C:16]2[CH:21]=[CH:20][C:19]([O:22][CH2:23][CH2:24][O:25][C:26]3[C:31]([Cl:32])=[CH:30][C:29]([CH3:33])=[CH:28][C:27]=3[Cl:34])=[CH:18][CH:17]=2)[CH:10]([C:36](O)=[O:37])[CH2:9]1)=[O:7])([CH3:4])([CH3:3])[CH3:2].C1C=CC2N(O)N=NC=2C=1.CCN=C=NCCCN(C)C.Cl.[CH3:61][O:62][C:63]1[C:73]([O:74][CH3:75])=[CH:72][CH:71]=[CH:70][C:64]=1[CH2:65][NH:66][CH:67]1[CH2:69][CH2:68]1.CCN(C(C)C)C(C)C. Product: [CH:67]1([N:66]([CH2:65][C:64]2[CH:70]=[CH:71][CH:72]=[C:73]([O:74][CH3:75])[C:63]=2[O:62][CH3:61])[C:36]([CH:10]2[C@@H:11]([NH:14][C:15](=[O:35])[C:16]3[CH:17]=[CH:18][C:19]([O:22][CH2:23][CH2:24][O:25][C:26]4[C:31]([Cl:32])=[CH:30][C:29]([CH3:33])=[CH:28][C:27]=4[Cl:34])=[CH:20][CH:21]=3)[CH2:12][CH2:13][N:8]([C:6]([O:5][C:1]([CH3:2])([CH3:4])[CH3:3])=[O:7])[CH2:9]2)=[O:37])[CH2:68][CH2:69]1. The catalyst class is: 18. (6) Reactant: [CH:1]1[C:13]2[C:12](=O)[C:11]3[C:6](=[CH:7][CH:8]=[CH:9][CH:10]=3)[C:5]=2[C:4](C(Cl)=O)=[CH:3][CH:2]=1.C(O)C[O:20]CCOCCO.C(N(CC)CC)C. Product: [C:1]1(=[O:20])[C:13]2[C:5]([C:6]3[C:11]([CH:12]=2)=[CH:10][CH:9]=[CH:8][CH:7]=3)=[CH:4][CH:3]=[CH:2]1. The catalyst class is: 7. (7) Product: [N:9]1[CH:14]=[CH:13][CH:12]=[C:11](/[CH:15]=[CH:16]/[C:17]2[C:25]3[C:20](=[CH:21][C:22]([C@H:26]4[C@@:27]5([C:35]6[C:30](=[CH:31][CH:32]=[CH:33][CH:34]=6)[NH:29][C:28]5=[O:36])[CH2:2]4)=[CH:23][CH:24]=3)[NH:19][N:18]=2)[CH:10]=1. Reactant: [I-].[CH3:2][S+](C)(C)=O.[H-].[Na+].[N:9]1[CH:14]=[CH:13][CH:12]=[C:11](/[CH:15]=[CH:16]/[C:17]2[C:25]3[C:20](=[CH:21][C:22](/[CH:26]=[C:27]4/[C:28](=[O:36])[NH:29][C:30]5[C:35]/4=[CH:34][CH:33]=[CH:32][CH:31]=5)=[CH:23][CH:24]=3)[NH:19][N:18]=2)[CH:10]=1.[NH4+].[Cl-]. The catalyst class is: 3. (8) Reactant: [CH3:1][C:2]1[CH:3]=[C:4]([N+:17]([O-:19])=[O:18])[CH:5]=[C:6]([CH3:16])[C:7]=1[O:8][C:9]1[CH:14]=[CH:13][C:12]([OH:15])=[CH:11][CH:10]=1.Cl[S:21]([OH:24])(=[O:23])=[O:22]. Product: [CH3:16][C:6]1[CH:5]=[C:4]([N+:17]([O-:19])=[O:18])[CH:3]=[C:2]([CH3:1])[C:7]=1[O:8][C:9]1[CH:10]=[CH:11][C:12]([OH:15])=[C:13]([S:21]([OH:24])(=[O:23])=[O:22])[CH:14]=1. The catalyst class is: 4.